From a dataset of Full USPTO retrosynthesis dataset with 1.9M reactions from patents (1976-2016). Predict the reactants needed to synthesize the given product. (1) Given the product [Br:1][C:2]1[CH:3]=[CH:4][C:5]([C:8]([N:26]2[CH2:27][CH2:28][N:23]([C:15]3[C:14]([CH:11]4[CH2:12][CH2:13]4)=[CH:19][C:18]([CH:20]4[CH2:22][CH2:21]4)=[CH:17][N:16]=3)[CH2:24][CH2:25]2)=[O:10])=[N:6][CH:7]=1, predict the reactants needed to synthesize it. The reactants are: [Br:1][C:2]1[CH:3]=[CH:4][C:5]([C:8]([OH:10])=O)=[N:6][CH:7]=1.[CH:11]1([C:14]2[C:15]([N:23]3[CH2:28][CH2:27][NH:26][CH2:25][CH2:24]3)=[N:16][CH:17]=[C:18]([CH:20]3[CH2:22][CH2:21]3)[CH:19]=2)[CH2:13][CH2:12]1. (2) Given the product [CH2:10]([O:9][CH:4]([O:3][CH2:1][CH3:2])[C:5]1[N:8]([CH3:21])[N:17]=[C:15]([CH:14]([F:20])[F:13])[N:16]=1)[CH3:11], predict the reactants needed to synthesize it. The reactants are: [CH2:1]([O:3][CH:4]([O:9][CH2:10][CH3:11])[C:5](=[NH:8])OC)[CH3:2].Cl.[F:13][CH:14]([F:20])[C:15](=[N:17]NC)[NH2:16].[C:21]([O-])(=O)C.[Na+]. (3) Given the product [CH3:27][O:26][C:25]1[CH:24]=[C:23]([CH:31]=[CH:30][C:28]=1[O:29][CH2:2][C:3]1[N:4]=[C:5]([C:9]2[CH:14]=[CH:13][CH:12]=[CH:11][CH:10]=2)[S:6][C:7]=1[CH3:8])[CH:22]=[O:21], predict the reactants needed to synthesize it. The reactants are: Cl[CH2:2][C:3]1[N:4]=[C:5]([C:9]2[CH:14]=[CH:13][CH:12]=[CH:11][CH:10]=2)[S:6][C:7]=1[CH3:8].C(=O)([O-])[O-].[K+].[K+].[O:21]=[CH:22][C:23]1[CH:31]=[CH:30][C:28]([OH:29])=[C:25]([O:26][CH3:27])[CH:24]=1.CN(C)C=O. (4) Given the product [F:22][C:17]1[CH:18]=[CH:19][CH:20]=[CH:21][C:16]=1[N:9]1[C:10]2[CH:15]=[CH:14][CH:13]=[CH:12][C:11]=2[N:7]([CH2:6][CH2:5][O:4][CH2:3][CH2:2][N:26]([CH3:27])[CH3:25])[S:8]1(=[O:24])=[O:23], predict the reactants needed to synthesize it. The reactants are: Br[CH2:2][CH2:3][O:4][CH2:5][CH2:6][N:7]1[C:11]2[CH:12]=[CH:13][CH:14]=[CH:15][C:10]=2[N:9]([C:16]2[CH:21]=[CH:20][CH:19]=[CH:18][C:17]=2[F:22])[S:8]1(=[O:24])=[O:23].[CH3:25][NH:26][CH3:27].